The task is: Predict the reaction yield, written as a fraction of the theoretical maximum amount of product (1.0 means a 100% yield; for example, 0.34 means a 34% yield).. This data is from Reaction yield outcomes from USPTO patents with 853,638 reactions. (1) The reactants are [BH4-].[Na+].[CH2:3]([O:10][C:11]1[CH:16]=[CH:15][C:14]([C:17](=[O:34])[CH2:18][N:19]2[CH2:24][CH2:23][C:22]([OH:33])([C:25]3[CH:26]=[N:27][C:28]([O:31][CH3:32])=[CH:29][CH:30]=3)[CH2:21][CH2:20]2)=[CH:13][C:12]=1[F:35])[C:4]1[CH:9]=[CH:8][CH:7]=[CH:6][CH:5]=1. The catalyst is C(O)C. The product is [CH2:3]([O:10][C:11]1[CH:16]=[CH:15][C:14]([CH:17]([OH:34])[CH2:18][N:19]2[CH2:20][CH2:21][C:22]([C:25]3[CH:26]=[N:27][C:28]([O:31][CH3:32])=[CH:29][CH:30]=3)([OH:33])[CH2:23][CH2:24]2)=[CH:13][C:12]=1[F:35])[C:4]1[CH:9]=[CH:8][CH:7]=[CH:6][CH:5]=1. The yield is 0.530. (2) The reactants are [CH3:1][C:2]1[CH:3]=[C:4]([OH:9])[CH:5]=[C:6]([CH3:8])[CH:7]=1.[CH3:10][C:11]([CH3:17])=[CH:12][C:13](OC)=[O:14].CS(O)(=O)=O. The catalyst is O. The product is [CH3:10][C:11]1([CH3:17])[C:5]2[C:4](=[CH:3][C:2]([CH3:1])=[CH:7][C:6]=2[CH3:8])[O:9][C:13](=[O:14])[CH2:12]1. The yield is 0.920. (3) The reactants are [N:1]1[CH:6]=[CH:5][CH:4]=[C:3]([S:7]([OH:10])(=O)=[O:8])[CH:2]=1.P(Cl)(Cl)(Cl)(Cl)[Cl:12].C1(C)C=CC=CC=1.O. The catalyst is ClC1C=CC=CC=1. The product is [N:1]1[CH:6]=[CH:5][CH:4]=[C:3]([S:7]([Cl:12])(=[O:10])=[O:8])[CH:2]=1. The yield is 0.879. (4) The reactants are [OH:1][N:2]=[C:3](Cl)[C:4]1[C:8]([NH:9][CH2:10][CH2:11][CH2:12][O:13][CH3:14])=[N:7][O:6][N:5]=1.[F:16][C:17]1[CH:22]=[CH:21][C:20]([NH2:23])=[CH:19][C:18]=1[C:24]([F:27])([F:26])[F:25]. No catalyst specified. The product is [F:16][C:17]1[CH:22]=[CH:21][C:20]([NH:23][C:3]([C:4]2[C:8]([NH:9][CH2:10][CH2:11][CH2:12][O:13][CH3:14])=[N:7][O:6][N:5]=2)=[N:2][OH:1])=[CH:19][C:18]=1[C:24]([F:25])([F:26])[F:27]. The yield is 0.870. (5) The reactants are [OH-].[Na+].C([O:11][C:12]1[CH:17]=[CH:16][C:15]([O:18][C:19]2[C:28]3[C:23](=[CH:24][C:25]([O:31][CH3:32])=[C:26]([O:29][CH3:30])[CH:27]=3)[N:22]=[CH:21][N:20]=2)=[CH:14][CH:13]=1)(=O)C1C=CC=CC=1.[Cl-].[NH4+]. The catalyst is CO. The product is [CH3:30][O:29][C:26]1[CH:27]=[C:28]2[C:23](=[CH:24][C:25]=1[O:31][CH3:32])[N:22]=[CH:21][N:20]=[C:19]2[O:18][C:15]1[CH:16]=[CH:17][C:12]([OH:11])=[CH:13][CH:14]=1. The yield is 0.950. (6) The reactants are [N:1]1[CH:6]=[CH:5][CH:4]=[CH:3][C:2]=1[C:7]1[N:11]=[C:10]([C:12]2[CH:17]=[C:16]([C:18]#[N:19])[CH:15]=[C:14]([O:20]CC=C)[CH:13]=2)[O:9][N:8]=1.B(Cl)(Cl)Cl. The catalyst is [I-].C([N+](CCCC)(CCCC)CCCC)CCC.ClCCl. The product is [N:1]1[CH:6]=[CH:5][CH:4]=[CH:3][C:2]=1[C:7]1[N:11]=[C:10]([C:12]2[CH:13]=[C:14]([OH:20])[CH:15]=[C:16]([C:18]#[N:19])[CH:17]=2)[O:9][N:8]=1. The yield is 0.510.